This data is from Reaction yield outcomes from USPTO patents with 853,638 reactions. The task is: Predict the reaction yield, written as a fraction of the theoretical maximum amount of product (1.0 means a 100% yield; for example, 0.34 means a 34% yield). (1) The reactants are [ClH:1].[N:2]1([CH2:8][CH2:9][N:10]2[CH2:15][C:14]3[CH:16]=[C:17](/[CH:20]=[CH:21]/[C:22]([OH:24])=O)[CH:18]=[N:19][C:13]=3[NH:12][C:11]2=[O:25])[CH2:7][CH2:6][O:5][CH2:4][CH2:3]1.Cl.[CH3:27][N:28]1[CH2:34][C:33]2[CH:35]=[C:36](/[CH:39]=[CH:40]/[C:41](O)=O)C=N[C:32]=2[NH:31][C:30](=O)[CH2:29]1.CNCC1N(C)C2C(C=1)=CC=CC=2.CNCC1C=CC2C(=CC=CC=2)C=1CCC. No catalyst specified. The product is [ClH:1].[CH3:32][N:31]([CH2:30][C:29]1[N:28]([CH3:27])[C:34]2[C:40]([CH:41]=1)=[CH:39][CH:36]=[CH:35][CH:33]=2)[C:22](=[O:24])/[CH:21]=[CH:20]/[C:17]1[CH:18]=[N:19][C:13]2[NH:12][C:11](=[O:25])[N:10]([CH2:9][CH2:8][N:2]3[CH2:7][CH2:6][O:5][CH2:4][CH2:3]3)[CH2:15][C:14]=2[CH:16]=1. The yield is 0.610. (2) The reactants are [C:1]([O:5][C:6]([N:8]1[CH2:13][CH2:12][N:11]([C:14](=[O:17])[CH2:15]Cl)[C@@H:10]([CH2:18][OH:19])[CH2:9]1)=[O:7])([CH3:4])([CH3:3])[CH3:2].CC(C)([O-])C.[K+].C(O)(=O)C. The catalyst is C1COCC1. The product is [C:1]([O:5][C:6]([N:8]1[CH2:13][CH2:12][N:11]2[C@@H:10]([CH2:18][O:19][CH2:15][C:14]2=[O:17])[CH2:9]1)=[O:7])([CH3:4])([CH3:3])[CH3:2]. The yield is 0.910. (3) The reactants are [Cl:1][C:2]1[C:11]2[C:6](=[CH:7][CH:8]=[CH:9][CH:10]=2)[CH:5]=[CH:4][C:3]=1[O:12][CH2:13][C:14]([CH3:17])([NH2:16])[CH3:15].[Cl:18][C:19]1[O:23][C:22]([CH:24]=O)=[CH:21][CH:20]=1. No catalyst specified. The product is [Cl:18][C:19]1[O:23][C:22]([CH2:24][NH:16][C:14]([CH3:17])([CH3:15])[CH2:13][O:12][C:3]2[CH:4]=[CH:5][C:6]3[C:11](=[CH:10][CH:9]=[CH:8][CH:7]=3)[C:2]=2[Cl:1])=[CH:21][CH:20]=1. The yield is 0.320. (4) The reactants are [SH:1][C:2]1[CH:11]=[CH:10][C:5]([C:6]([O:8][CH3:9])=[O:7])=[CH:4][CH:3]=1.CS(O[CH:17]1[CH2:20][N:19]([C:21]([O:23][C:24]([CH3:27])([CH3:26])[CH3:25])=[O:22])[CH2:18]1)(=O)=O.C([O-])([O-])=O.[Cs+].[Cs+].CCOC(C)=O. The catalyst is CN(C=O)C. The product is [CH3:9][O:8][C:6]([C:5]1[CH:4]=[CH:3][C:2]([S:1][CH:17]2[CH2:18][N:19]([C:21]([O:23][C:24]([CH3:27])([CH3:26])[CH3:25])=[O:22])[CH2:20]2)=[CH:11][CH:10]=1)=[O:7]. The yield is 0.530. (5) The reactants are Cl.[CH2:2]([N:9]1[CH2:12][CH:11]([OH:13])[CH2:10]1)[C:3]1[CH:8]=[CH:7][CH:6]=[CH:5][CH:4]=1.[H-].[Na+].Cl[C:17]1[N:22]=[CH:21][N:20]=[C:19]2[N:23]([C:26]3[CH:31]=[CH:30][C:29]([S:32]([CH3:35])(=[O:34])=[O:33])=[CH:28][CH:27]=3)[N:24]=[CH:25][C:18]=12. The catalyst is CC(N(C)C)=O. The product is [CH2:2]([N:9]1[CH2:12][CH:11]([O:13][C:17]2[N:22]=[CH:21][N:20]=[C:19]3[N:23]([C:26]4[CH:27]=[CH:28][C:29]([S:32]([CH3:35])(=[O:33])=[O:34])=[CH:30][CH:31]=4)[N:24]=[CH:25][C:18]=23)[CH2:10]1)[C:3]1[CH:4]=[CH:5][CH:6]=[CH:7][CH:8]=1. The yield is 0.410. (6) The reactants are [C:1]([O:5][C:6]([NH:8][C@H:9]([CH3:22])[C:10]([C:13]1[O:14][CH2:15][CH:16]([C:18]([O:20][CH3:21])=[O:19])[N:17]=1)([CH3:12])[CH3:11])=[O:7])([CH3:4])([CH3:3])[CH3:2].C1C(=O)N(Br)C(=O)C1. The catalyst is C(Cl)(Cl)(Cl)Cl.O. The product is [C:1]([O:5][C:6]([NH:8][C@H:9]([CH3:22])[C:10]([C:13]1[O:14][CH:15]=[C:16]([C:18]([O:20][CH3:21])=[O:19])[N:17]=1)([CH3:12])[CH3:11])=[O:7])([CH3:2])([CH3:3])[CH3:4]. The yield is 0.604. (7) The reactants are [CH3:1][Si:2]([CH3:10])([CH3:9])[O:3][C:4]([CH3:8])([C:6]#[CH:7])[CH3:5].[Li]CCCC.CON(C)[C:19](=[O:26])[C:20]1[CH:25]=[CH:24][N:23]=[CH:22][CH:21]=1. The product is [CH3:5][C:4]([O:3][Si:2]([CH3:10])([CH3:9])[CH3:1])([CH3:8])[C:6]#[C:7][C:19]([C:20]1[CH:25]=[CH:24][N:23]=[CH:22][CH:21]=1)=[O:26]. The catalyst is C1COCC1. The yield is 0.270. (8) The yield is 0.490. The catalyst is C(O)C. The reactants are [F:1][C:2]1[CH:3]=[C:4]([CH2:13][CH2:14][C:15]([O:17][CH2:18][CH3:19])=[O:16])[CH:5]=[C:6]([C@H:9]([OH:12])[CH2:10]I)[C:7]=1[F:8].[CH2:20]1[C:28]2[C:23](=[CH:24][CH:25]=[CH:26][CH:27]=2)[CH2:22][CH:21]1[CH2:29][C:30]([NH2:33])([CH3:32])[CH3:31].C([O-])([O-])=O.[K+].[K+]. The product is [CH2:22]1[C:23]2[C:28](=[CH:27][CH:26]=[CH:25][CH:24]=2)[CH2:20][CH:21]1[CH2:29][C:30]([NH:33][CH2:10][C@H:9]([C:6]1[CH:5]=[C:4]([CH2:13][CH2:14][C:15]([O:17][CH2:18][CH3:19])=[O:16])[CH:3]=[C:2]([F:1])[C:7]=1[F:8])[OH:12])([CH3:31])[CH3:32].